This data is from Full USPTO retrosynthesis dataset with 1.9M reactions from patents (1976-2016). The task is: Predict the reactants needed to synthesize the given product. (1) Given the product [NH2:1][C:2]1[CH:10]=[CH:9][CH:8]=[C:7]([CH3:11])[C:3]=1[C:4]([NH:12][CH2:13][CH2:14][CH2:15][C@H:16]1[O:20][C:19](=[O:21])[N:18]([C:22]2[CH:23]=[CH:24][C:25]3[S:30][CH2:29][C:28](=[O:31])[NH:27][C:26]=3[CH:32]=2)[CH2:17]1)=[O:6], predict the reactants needed to synthesize it. The reactants are: [NH2:1][C:2]1[CH:10]=[CH:9][CH:8]=[C:7]([CH3:11])[C:3]=1[C:4]([OH:6])=O.[NH2:12][CH2:13][CH2:14][CH2:15][C@H:16]1[O:20][C:19](=[O:21])[N:18]([C:22]2[CH:23]=[CH:24][C:25]3[S:30][CH2:29][C:28](=[O:31])[NH:27][C:26]=3[CH:32]=2)[CH2:17]1. (2) Given the product [CH3:31][C@H:28]1[CH2:29][CH2:30][C@H:25]([N:11]([CH2:10][CH2:9][CH2:8][C:4]2[CH:5]=[CH:6][CH:7]=[C:2]([C:33]([F:46])([F:45])[F:32])[CH:3]=2)[C:12](=[O:24])[NH:13][C:14]2[S:15][C:16]([S:19][CH2:20][C:21]([OH:23])=[O:22])=[CH:17][N:18]=2)[CH2:26][CH2:27]1, predict the reactants needed to synthesize it. The reactants are: Cl[C:2]1[CH:3]=[C:4]([CH2:8][CH2:9][CH2:10][N:11]([C@H:25]2[CH2:30][CH2:29][C@H:28]([CH3:31])[CH2:27][CH2:26]2)[C:12](=[O:24])[NH:13][C:14]2[S:15][C:16]([S:19][CH2:20][C:21]([OH:23])=[O:22])=[CH:17][N:18]=2)[CH:5]=[CH:6][CH:7]=1.[F:32][C:33]([F:46])([F:45])C1C=C(CCC(O)=O)C=CC=1.C(OC(=O)CSC1SC(N)=NC=1)C. (3) The reactants are: [NH2:1][C:2]([C:5]1[CH:6]=[CH:7][C:8]([NH:11][C:12]2[C:17](=[O:18])[N:16]([CH3:19])[CH:15]=[C:14]([C:20]3[CH:30]=[CH:29][CH:28]=[C:27]([N:31]4[N:40]=[CH:39][C:38]5[C:33](=[C:34]([F:45])[CH:35]=[C:36]([C:41]([CH3:44])([CH3:43])[CH3:42])[CH:37]=5)[C:32]4=[O:46])[C:21]=3[CH2:22][O:23]C(=O)C)[CH:13]=2)=[N:9][CH:10]=1)([CH3:4])[CH3:3].O.[OH-].[Li+].CO. Given the product [NH2:1][C:2]([C:5]1[CH:6]=[CH:7][C:8]([NH:11][C:12]2[C:17](=[O:18])[N:16]([CH3:19])[CH:15]=[C:14]([C:20]3[C:21]([CH2:22][OH:23])=[C:27]([N:31]4[N:40]=[CH:39][C:38]5[C:33](=[C:34]([F:45])[CH:35]=[C:36]([C:41]([CH3:42])([CH3:43])[CH3:44])[CH:37]=5)[C:32]4=[O:46])[CH:28]=[CH:29][CH:30]=3)[CH:13]=2)=[N:9][CH:10]=1)([CH3:4])[CH3:3], predict the reactants needed to synthesize it. (4) Given the product [CH3:8][C:6]1[O:5][N:4]=[C:3]([CH2:2][C:9]#[N:10])[CH:7]=1, predict the reactants needed to synthesize it. The reactants are: Cl[CH2:2][C:3]1[CH:7]=[C:6]([CH3:8])[O:5][N:4]=1.[C-:9]#[N:10].[Na+]. (5) Given the product [CH3:11][N:5]1[C:6]([C:7]([F:10])([F:9])[F:8])=[C:2]([B:12]2[O:16][C:15]([CH3:18])([CH3:17])[C:14]([CH3:20])([CH3:19])[O:13]2)[CH:3]=[N:4]1, predict the reactants needed to synthesize it. The reactants are: Br[C:2]1[CH:3]=[N:4][N:5]([CH3:11])[C:6]=1[C:7]([F:10])([F:9])[F:8].[B:12]1([B:12]2[O:16][C:15]([CH3:18])([CH3:17])[C:14]([CH3:20])([CH3:19])[O:13]2)[O:16][C:15]([CH3:18])([CH3:17])[C:14]([CH3:20])([CH3:19])[O:13]1.C([O-])(=O)C.[K+].